This data is from Forward reaction prediction with 1.9M reactions from USPTO patents (1976-2016). The task is: Predict the product of the given reaction. (1) Given the reactants C[O:2][C:3](=[O:34])[C@@H:4]([NH:9][C:10]([C:12]1[N:13]=[C:14]([C:28]2[CH:33]=[CH:32][CH:31]=[CH:30][CH:29]=2)[N:15]2[CH2:20][CH2:19][N:18]([C:21]([O:23][C:24]([CH3:27])([CH3:26])[CH3:25])=[O:22])[CH2:17][C:16]=12)=[O:11])[C:5]([CH3:8])([CH3:7])[CH3:6].[OH-].[Li+], predict the reaction product. The product is: [C:24]([O:23][C:21]([N:18]1[CH2:19][CH2:20][N:15]2[C:14]([C:28]3[CH:29]=[CH:30][CH:31]=[CH:32][CH:33]=3)=[N:13][C:12]([C:10]([NH:9][C@@H:4]([C:5]([CH3:7])([CH3:8])[CH3:6])[C:3]([OH:34])=[O:2])=[O:11])=[C:16]2[CH2:17]1)=[O:22])([CH3:25])([CH3:26])[CH3:27]. (2) Given the reactants Br[C:2]1[CH:3]=[N:4][CH:5]=[C:6]([F:8])[CH:7]=1.C([Mg]Cl)(C)C.[O:14]=[C:15]1[N:19]([C:20]([O:22][C:23]([CH3:26])([CH3:25])[CH3:24])=[O:21])[C@H:18]([C:27]([O:29][CH2:30][CH3:31])=[O:28])[CH2:17][CH2:16]1.Cl.[NH4+].[Cl-], predict the reaction product. The product is: [C:23]([O:22][C:20]([NH:19][C@@H:18]([CH2:17][CH2:16][C:15]([C:2]1[CH:3]=[N:4][CH:5]=[C:6]([F:8])[CH:7]=1)=[O:14])[C:27]([O:29][CH2:30][CH3:31])=[O:28])=[O:21])([CH3:24])([CH3:26])[CH3:25]. (3) The product is: [Cl:13][CH2:12][C:4]1[N:3]=[C:2]([N:14]2[CH2:18][CH2:17][CH2:16][CH2:15]2)[C:11]2[C:6](=[CH:7][CH:8]=[CH:9][CH:10]=2)[N:5]=1. Given the reactants Cl[C:2]1[C:11]2[C:6](=[CH:7][CH:8]=[CH:9][CH:10]=2)[N:5]=[C:4]([CH2:12][Cl:13])[N:3]=1.[NH:14]1[CH2:18][CH2:17][CH2:16][CH2:15]1, predict the reaction product. (4) Given the reactants [CH3:1][O:2][C@@H:3]([C@@H:21]1[CH2:25][CH2:24][CH2:23][N:22]1[C:26](=[O:45])[CH2:27][C@@H:28]([O:43][CH3:44])[C@@H:29]([N:34]([CH3:42])[C:35](=[O:41])[C@H:36]([CH:38]([CH3:40])[CH3:39])[NH2:37])[C@@H:30]([CH3:33])[CH2:31][CH3:32])[C@@H:4]([CH3:20])[C:5]([NH:7][C@H:8]([C:16]([O:18]C)=[O:17])[CH2:9][C:10]1[CH:15]=[CH:14][CH:13]=[CH:12][CH:11]=1)=[O:6].[CH3:46][N:47]1[CH2:54][CH2:53][CH2:52][C@:48]1([CH3:55])[C:49](O)=[O:50].CN(C(ON1N=NC2C=CC=NC1=2)=[N+](C)C)C.F[P-](F)(F)(F)(F)F.CCN(C(C)C)C(C)C.[Li+].[OH-], predict the reaction product. The product is: [CH3:46][N:47]1[CH2:54][CH2:53][CH2:52][C@:48]1([CH3:55])[C:49]([NH:37][C@H:36]([C:35]([N:34]([C@@H:29]([C@@H:30]([CH3:33])[CH2:31][CH3:32])[C@H:28]([O:43][CH3:44])[CH2:27][C:26]([N:22]1[CH2:23][CH2:24][CH2:25][C@H:21]1[C@H:3]([O:2][CH3:1])[C@@H:4]([CH3:20])[C:5]([NH:7][C@H:8]([C:16]([OH:18])=[O:17])[CH2:9][C:10]1[CH:11]=[CH:12][CH:13]=[CH:14][CH:15]=1)=[O:6])=[O:45])[CH3:42])=[O:41])[CH:38]([CH3:39])[CH3:40])=[O:50]. (5) Given the reactants [CH2:1]([OH:6])[CH2:2][CH2:3][C:4]#[CH:5].I[C:8]1[C:17]2[C:12](=[CH:13][CH:14]=[CH:15][CH:16]=2)[CH:11]=[CH:10][CH:9]=1.C(N(CC)CC)C, predict the reaction product. The product is: [C:16]1([C:5]#[C:4][CH2:3][CH2:2][CH2:1][OH:6])[C:17]2[C:12](=[CH:11][CH:10]=[CH:9][CH:8]=2)[CH:13]=[CH:14][CH:15]=1. (6) Given the reactants [F:1][CH2:2][CH2:3][OH:4].C(N(CC)C(C)C)(C)C.O(S(C(F)(F)F)(=O)=O)S(C(F)(F)F)(=O)=O.[O:29]=[CH:30][C:31]1[CH:39]=[CH:38][C:36](O)=[C:33]([O:34][CH3:35])[CH:32]=1, predict the reaction product. The product is: [F:1][CH2:2][CH2:3][O:4][C:36]1[CH:38]=[CH:39][C:31]([CH:30]=[O:29])=[CH:32][C:33]=1[O:34][CH3:35]. (7) Given the reactants [CH2:1]([N:8]1[C:16](Br)=[N:15][C:14]2[C:9]1=[N:10][C:11]([NH:19][CH2:20][C:21]([O:23][CH3:24])=[O:22])=[N:12][C:13]=2[NH2:18])[C:2]1[CH:7]=[CH:6][CH:5]=[CH:4][CH:3]=1.[OH-:25].[Na+], predict the reaction product. The product is: [CH2:1]([N:8]1[C:16]([OH:25])=[N:15][C:14]2[C:9]1=[N:10][C:11]([NH:19][CH2:20][C:21]([O:23][CH3:24])=[O:22])=[N:12][C:13]=2[NH2:18])[C:2]1[CH:7]=[CH:6][CH:5]=[CH:4][CH:3]=1.